This data is from Forward reaction prediction with 1.9M reactions from USPTO patents (1976-2016). The task is: Predict the product of the given reaction. (1) Given the reactants [F:1][C:2]([F:13])([F:12])[O:3][C:4]1[CH:9]=[CH:8][CH:7]=[C:6]([NH2:10])[C:5]=1[NH2:11].CO[C:16]1C(OC)=C[C:19]2[NH:20][C:21](CCCNC)=N[C:18]=2[CH:17]=1, predict the reaction product. The product is: [CH3:21][NH:20][CH2:19][CH2:18][CH2:17][C:16]1[NH:10][C:6]2[CH:7]=[CH:8][CH:9]=[C:4]([O:3][C:2]([F:12])([F:13])[F:1])[C:5]=2[N:11]=1. (2) Given the reactants [NH2:1][C:2]1[CH:3]=[C:4]2[C:9](=[CH:10][C:11]=1[NH:12][CH2:13][CH3:14])[N:8]=[CH:7][N:6]=[C:5]2[N:15]1[CH2:20][CH2:19][N:18]([C:21](=[S:30])[NH:22][CH2:23][C:24]2[CH:29]=[CH:28][CH:27]=[CH:26][CH:25]=2)[CH2:17][CH2:16]1.C(N(CC)CC)C.[C:38](OC(=O)C)(=[O:40])[CH3:39].[Cl-].[Na+], predict the reaction product. The product is: [C:38]([NH:1][C:2]1[CH:3]=[C:4]2[C:9](=[CH:10][C:11]=1[NH:12][CH2:13][CH3:14])[N:8]=[CH:7][N:6]=[C:5]2[N:15]1[CH2:20][CH2:19][N:18]([C:21](=[S:30])[NH:22][CH2:23][C:24]2[CH:29]=[CH:28][CH:27]=[CH:26][CH:25]=2)[CH2:17][CH2:16]1)(=[O:40])[CH3:39].